From a dataset of Reaction yield outcomes from USPTO patents with 853,638 reactions. Predict the reaction yield, written as a fraction of the theoretical maximum amount of product (1.0 means a 100% yield; for example, 0.34 means a 34% yield). (1) The yield is 0.550. The reactants are [CH3:1][N:2]([CH3:12])[C:3]1[CH:4]=[C:5]([C:9](=[O:11])[CH3:10])[CH:6]=[CH:7][CH:8]=1.[C:13](OCC)(=[O:19])[C:14]([O:16][CH2:17][CH3:18])=[O:15]. No catalyst specified. The product is [CH2:17]([O:16][C:14](=[O:15])[C:13]([OH:19])=[CH:10][C:9]([C:5]1[CH:6]=[CH:7][CH:8]=[C:3]([N:2]([CH3:1])[CH3:12])[CH:4]=1)=[O:11])[CH3:18]. (2) The reactants are C([O:3][C:4](=[O:33])[CH:5]([C:26]1[CH:27]=[C:28]([CH3:32])[CH:29]=[CH:30][CH:31]=1)[CH2:6][C:7]1[NH:8][C:9]([C:19]2[CH:24]=[CH:23][C:22]([CH3:25])=[CH:21][CH:20]=2)=[C:10]([C:12]2[CH:17]=[CH:16][C:15]([CH3:18])=[CH:14][CH:13]=2)[N:11]=1)C.CC1C=CC(C(C(C2C=CC(C)=CC=2)=O)=O)=CC=1. The catalyst is CC(O)=O. The product is [C:15]1([CH3:18])[CH:14]=[CH:13][C:12]([C:10]2[N:11]=[C:7]([CH2:6][CH:5]([C:26]3[CH:27]=[C:28]([CH3:32])[CH:29]=[CH:30][CH:31]=3)[C:4]([OH:33])=[O:3])[NH:8][C:9]=2[C:19]2[CH:20]=[CH:21][C:22]([CH3:25])=[CH:23][CH:24]=2)=[CH:17][CH:16]=1. The yield is 0.490.